Dataset: Forward reaction prediction with 1.9M reactions from USPTO patents (1976-2016). Task: Predict the product of the given reaction. (1) Given the reactants [Cl:1][C:2]1[CH:8]=[CH:7][C:5]([NH2:6])=[CH:4][CH:3]=1.C(N(CC)CC)C.[C:16](Cl)(=[O:21])[C:17]([CH3:20])([CH3:19])[CH3:18], predict the reaction product. The product is: [Cl:1][C:2]1[CH:8]=[CH:7][C:5]([NH:6][C:16](=[O:21])[C:17]([CH3:20])([CH3:19])[CH3:18])=[CH:4][CH:3]=1. (2) The product is: [ClH:42].[NH:32]1[C:33]2[C:29](=[CH:28][CH:27]=[C:26]([NH:25][C:19]3[C:20]4[C:15](=[C:14]([NH:13][C:11]([C:8]5[C:4]6[N:5]=[CH:6][N:7]=[C:2]([NH2:1])[C:3]=6[S:10][CH:9]=5)=[O:12])[C:23]([CH3:24])=[CH:22][CH:21]=4)[CH:16]=[CH:17][N:18]=3)[CH:34]=2)[CH:30]=[N:31]1. Given the reactants [NH2:1][C:2]1[C:3]2[S:10][CH:9]=[C:8]([C:11]([NH:13][C:14]3[C:23]([CH3:24])=[CH:22][CH:21]=[C:20]4[C:15]=3[CH:16]=[CH:17][N:18]=[C:19]4[NH:25][C:26]3[CH:34]=[C:33]4[C:29]([CH:30]=[N:31][N:32]4C(OC(C)(C)C)=O)=[CH:28][CH:27]=3)=[O:12])[C:4]=2[N:5]=[CH:6][N:7]=1.[ClH:42], predict the reaction product. (3) Given the reactants C(O)(=O)C.C(O)(=O)C.I(C1C=CC=CC=1)=O.[CH3:17][S:18][C:19]1[CH:24]=[CH:23][C:22]([N+:25]([O-:27])=[O:26])=[CH:21][CH:20]=1.Cl[C:29]1[CH:30]=[C:31]([S:35]([NH2:38])(=[O:37])=[O:36])[CH:32]=[N:33][CH:34]=1.[O-2].[Mg+2].[Cl:41]CCl, predict the reaction product. The product is: [CH3:17][S:18]([C:19]1[CH:20]=[CH:21][C:22]([N+:25]([O-:27])=[O:26])=[CH:23][CH:24]=1)=[N:38][S:35]([C:31]1[CH:32]=[N:33][CH:34]=[CH:29][C:30]=1[Cl:41])(=[O:37])=[O:36]. (4) Given the reactants [CH3:1][C:2]1[CH:3]=[CH:4][N:5]2[C:10]=1[C:9]([S:11][CH3:12])=[N:8][CH:7]=[N:6]2.C1C(=O)N(Br)C(=O)C1.[OH:21][CH:22]1[CH2:27][CH2:26][NH:25][CH2:24][CH2:23]1.CCN(C(C)C)C(C)C, predict the reaction product. The product is: [CH3:12][S:11][C:9]1[C:10]2=[C:2]([CH2:1][N:25]3[CH2:26][CH2:27][CH:22]([OH:21])[CH2:23][CH2:24]3)[CH:3]=[CH:4][N:5]2[N:6]=[CH:7][N:8]=1.